Dataset: Reaction yield outcomes from USPTO patents with 853,638 reactions. Task: Predict the reaction yield, written as a fraction of the theoretical maximum amount of product (1.0 means a 100% yield; for example, 0.34 means a 34% yield). The product is [C:12]1([S:9]([N:6]2[CH:7]=[CH:8][C:4]([NH2:1])=[CH:5]2)(=[O:10])=[O:11])[CH:17]=[CH:16][CH:15]=[CH:14][CH:13]=1. The yield is 0.950. The catalyst is [Ni].CO. The reactants are [N+:1]([C:4]1[CH:8]=[CH:7][N:6]([S:9]([C:12]2[CH:17]=[CH:16][CH:15]=[CH:14][CH:13]=2)(=[O:11])=[O:10])[CH:5]=1)([O-])=O.